From a dataset of Forward reaction prediction with 1.9M reactions from USPTO patents (1976-2016). Predict the product of the given reaction. (1) The product is: [Cl:1][C:2]1[N:7]=[C:6]([C:13]2[CH:14]=[CH:15][CH:16]=[C:11]([F:10])[N:12]=2)[C:5]([Cl:9])=[CH:4][N:3]=1. Given the reactants [Cl:1][C:2]1[N:7]=[C:6](Cl)[C:5]([Cl:9])=[CH:4][N:3]=1.[F:10][C:11]1[CH:16]=[CH:15][CH:14]=[C:13](B2OC(C)(C)C(C)(C)O2)[N:12]=1.C(Cl)Cl.C(=O)([O-])[O-].[Na+].[Na+], predict the reaction product. (2) Given the reactants [CH:1]1([C:6]([N:8]2[CH2:13][CH:12]([C:14]3[CH:19]=[CH:18][C:17]([CH2:20][CH3:21])=[CH:16][CH:15]=3)[CH2:11][CH:10]([C:22]([OH:24])=O)[CH2:9]2)=[O:7])[CH2:5][CH2:4][CH2:3][CH2:2]1.O[NH:26][C:27]([C:29]1[CH:34]=[CH:33][N:32]=[CH:31][CH:30]=1)=[NH:28], predict the reaction product. The product is: [CH:1]1([C:6]([N:8]2[CH2:13][CH:12]([C:14]3[CH:15]=[CH:16][C:17]([CH2:20][CH3:21])=[CH:18][CH:19]=3)[CH2:11][CH:10]([C:22]3[O:24][N:28]=[C:27]([C:29]4[CH:34]=[CH:33][N:32]=[CH:31][CH:30]=4)[N:26]=3)[CH2:9]2)=[O:7])[CH2:5][CH2:4][CH2:3][CH2:2]1. (3) Given the reactants [CH:1]1[C:14]2[C:13](=[O:15])[C:12]3[C:7](=[CH:8][CH:9]=[CH:10][CH:11]=3)[C:6](=[O:16])[C:5]=2[CH:4]=[CH:3][CH:2]=1, predict the reaction product. The product is: [CH:10]1[CH:11]=[C:12]2[C:13]([OH:15])=[C:14]3[C:5](=[C:6]([OH:16])[C:7]2=[CH:8][CH:9]=1)[CH:4]=[CH:3][CH:2]=[CH:1]3. (4) Given the reactants [Cl-].[NH4+].C(O)C.[O:6]1[CH:10]=[CH:9][CH:8]=[C:7]1[C:11]1[CH:20]=[CH:19][C:14]([C:15]([O:17][CH3:18])=[O:16])=[C:13]([N+:21]([O-])=O)[CH:12]=1, predict the reaction product. The product is: [NH2:21][C:13]1[CH:12]=[C:11]([C:7]2[O:6][CH:10]=[CH:9][CH:8]=2)[CH:20]=[CH:19][C:14]=1[C:15]([O:17][CH3:18])=[O:16].